Task: Regression. Given a peptide amino acid sequence and an MHC pseudo amino acid sequence, predict their binding affinity value. This is MHC class II binding data.. Dataset: Peptide-MHC class II binding affinity with 134,281 pairs from IEDB (1) The peptide sequence is FDSFVASLTEALRVI. The MHC is HLA-DQA10101-DQB10501 with pseudo-sequence HLA-DQA10101-DQB10501. The binding affinity (normalized) is 0.135. (2) The peptide sequence is EVQKVSQPATGAATV. The MHC is HLA-DPA10201-DPB11401 with pseudo-sequence HLA-DPA10201-DPB11401. The binding affinity (normalized) is 0.442. (3) The peptide sequence is THFTTWTSIPTLAAQ. The MHC is DRB1_0405 with pseudo-sequence DRB1_0405. The binding affinity (normalized) is 0.769. (4) The peptide sequence is FGQNTGAIAAAEARY. The MHC is HLA-DQA10501-DQB10201 with pseudo-sequence HLA-DQA10501-DQB10201. The binding affinity (normalized) is 0.591. (5) The MHC is DRB1_0401 with pseudo-sequence DRB1_0401. The peptide sequence is TQLATLRKLCIEGKI. The binding affinity (normalized) is 0.291. (6) The peptide sequence is AAATAGTTVPGAFAA. The MHC is HLA-DQA10501-DQB10301 with pseudo-sequence HLA-DQA10501-DQB10301. The binding affinity (normalized) is 0.587. (7) The peptide sequence is TYGDKWLDAKSTWYG. The MHC is DRB1_0802 with pseudo-sequence DRB1_0802. The binding affinity (normalized) is 0.